From a dataset of Full USPTO retrosynthesis dataset with 1.9M reactions from patents (1976-2016). Predict the reactants needed to synthesize the given product. Given the product [F:43][C:2]([F:1])([F:42])[C:3]([NH:5][C:6]1([C:11]2[CH:12]=[CH:13][C:14]([C:17]3[C:26]([C:27]4[CH:32]=[CH:31][CH:30]=[CH:29][CH:28]=4)=[CH:25][C:24]4[C:23]5=[N:33][N:34]=[C:35]([C:36]6[N:41]=[CH:40][CH:39]=[CH:38][N:37]=6)[N:22]5[CH:21]=[CH:20][C:19]=4[N:18]=3)=[CH:15][CH:16]=2)[CH2:9][CH:8]([CH3:10])[CH2:7]1)=[O:4], predict the reactants needed to synthesize it. The reactants are: [F:1][C:2]([F:43])([F:42])[C:3]([NH:5][C:6]1([C:11]2[CH:16]=[CH:15][C:14]([C:17]3[C:26]([C:27]4[CH:32]=[CH:31][CH:30]=[CH:29][CH:28]=4)=[CH:25][C:24]4[C:23]5=[N:33][N:34]=[C:35]([C:36]6[N:41]=[CH:40][CH:39]=[CH:38][N:37]=6)[N:22]5[CH:21]=[CH:20][C:19]=4[N:18]=3)=[CH:13][CH:12]=2)[CH2:9][C:8](=[CH2:10])[CH2:7]1)=[O:4].